This data is from Forward reaction prediction with 1.9M reactions from USPTO patents (1976-2016). The task is: Predict the product of the given reaction. (1) Given the reactants [CH2:1]([O:3][C:4](=[O:15])[C:5]1[CH:10]=[CH:9][C:8]([O:11][CH2:12][CH3:13])=[C:7]([NH2:14])[CH:6]=1)[CH3:2].CC1C=CC(C(N)=O)=CC=1N[C:27](N)=[S:28], predict the reaction product. The product is: [CH2:1]([O:3][C:4](=[O:15])[C:5]1[CH:10]=[CH:9][C:8]([O:11][CH2:12][CH3:13])=[C:7]([N:14]=[C:27]=[S:28])[CH:6]=1)[CH3:2]. (2) Given the reactants Cl[C:2]1[C:3]2[N:10]([CH2:11][C:12]([CH3:14])=O)[CH:9]=[CH:8][C:4]=2[N:5]=[CH:6][N:7]=1.[S:15]1[C:19]2[CH:20]=[CH:21][CH:22]=[C:23]([O:24][C:25]3[CH:31]=[CH:30][C:28]([NH2:29])=[CH:27][C:26]=3[Cl:32])[C:18]=2[CH:17]=[N:16]1.C(=O)([O-])O.[Na+], predict the reaction product. The product is: [S:15]1[C:19]2[CH:20]=[CH:21][CH:22]=[C:23]([O:24][C:25]3[CH:31]=[CH:30][C:28]([N:29]4[C:2]5[C:3]6=[C:4]([CH:8]=[CH:9][N:10]6[CH:11]=[C:12]4[CH3:14])[N:5]=[CH:6][N:7]=5)=[CH:27][C:26]=3[Cl:32])[C:18]=2[CH:17]=[N:16]1. (3) The product is: [ClH:1].[Cl:12][C:13]1[CH:36]=[CH:35][C:16]([NH:17][C:18]2[C:27]3[C:22](=[CH:23][C:24]([S:30]([CH2:31][CH2:32][O:33][CH3:34])=[O:9])=[C:25]([O:28][CH3:29])[CH:26]=3)[N:21]=[CH:20][N:19]=2)=[C:15]([F:37])[CH:14]=1. Given the reactants [Cl:1]C1C=CC=C(C(OO)=[O:9])C=1.[Cl:12][C:13]1[CH:36]=[CH:35][C:16]([NH:17][C:18]2[C:27]3[C:22](=[CH:23][C:24]([S:30][CH2:31][CH2:32][O:33][CH3:34])=[C:25]([O:28][CH3:29])[CH:26]=3)[N:21]=[CH:20][N:19]=2)=[C:15]([F:37])[CH:14]=1, predict the reaction product. (4) Given the reactants [Cl:1][C:2]1[CH:33]=[CH:32][CH:31]=[C:30]([Cl:34])[C:3]=1[C:4]([NH:6][CH:7]([CH2:11][C:12]1[CH:13]=[C:14]2[C:19](=[CH:20][CH:21]=1)[N:18]=[C:17]([C:22]1[C:27]([Cl:28])=[CH:26][CH:25]=[CH:24][C:23]=1[Cl:29])[CH:16]=[CH:15]2)[C:8](O)=[O:9])=[O:5].CC[N:37](CC)CC.N, predict the reaction product. The product is: [NH2:37][C:8](=[O:9])[CH:7]([NH:6][C:4](=[O:5])[C:3]1[C:30]([Cl:34])=[CH:31][CH:32]=[CH:33][C:2]=1[Cl:1])[CH2:11][C:12]1[CH:13]=[C:14]2[C:19](=[CH:20][CH:21]=1)[N:18]=[C:17]([C:22]1[C:23]([Cl:29])=[CH:24][CH:25]=[CH:26][C:27]=1[Cl:28])[CH:16]=[CH:15]2. (5) The product is: [CH2:48]([N:49]([CH2:29][C:28]1[CH:32]=[CH:33][C:34]([O:35][CH2:36][CH2:37][N:38]2[CH2:43][CH2:42][CH2:41][CH2:40][CH2:39]2)=[C:26]([F:25])[CH:27]=1)[C:50]1[CH:55]=[C:54]([O:56][CH3:57])[CH:53]=[CH:52][C:51]=1[C:58]1[C:59]([CH3:70])([CH3:71])[C:60]2[C:65]([CH2:66][CH:67]=1)=[CH:64][C:63]([O:68][CH3:69])=[CH:62][CH:61]=2)[CH3:47]. Given the reactants COC1C=CC(C2C(C)(C)C3C(CC=2)=CC(OC)=CC=3)=C(N)C=1.Cl.[F:25][C:26]1[CH:27]=[C:28]([CH:32]=[CH:33][C:34]=1[O:35][CH2:36][CH2:37][N:38]1[CH2:43][CH2:42][CH2:41][CH2:40][CH2:39]1)[C:29](O)=O.FC1C=[C:47](C=CC=1OCCN1CCCCC1)[CH2:48][NH:49][C:50]1[CH:55]=[C:54]([O:56][CH3:57])[CH:53]=[CH:52][C:51]=1[C:58]1[C:59]([CH3:71])([CH3:70])[C:60]2[C:65]([CH2:66][CH:67]=1)=[CH:64][C:63]([O:68][CH3:69])=[CH:62][CH:61]=2, predict the reaction product. (6) Given the reactants [CH2:1]([C:3]1[C:4]([NH:12][C@H:13]2[C@@H:17]([O:18][CH2:19][CH3:20])[CH2:16][N:15]([C:21]([O:23][CH3:24])=[O:22])[CH2:14]2)=[N:5][C:6]([CH2:10][CH3:11])=[C:7](I)[N:8]=1)[CH3:2].[CH3:25][O:26][C:27]1[CH:35]=[C:34]2[C:30]([CH2:31][CH2:32][CH2:33]2)=[CH:29][C:28]=1B(O)O.C([O-])([O-])=O.[Na+].[Na+].C([O-])(O)=O.[Na+], predict the reaction product. The product is: [CH2:1]([C:3]1[C:4]([NH:12][C@H:13]2[C@@H:17]([O:18][CH2:19][CH3:20])[CH2:16][N:15]([C:21]([O:23][CH3:24])=[O:22])[CH2:14]2)=[N:5][C:6]([CH2:10][CH3:11])=[C:7]([C:28]2[CH:29]=[C:30]3[C:34](=[CH:35][C:27]=2[O:26][CH3:25])[CH2:33][CH2:32][CH2:31]3)[N:8]=1)[CH3:2]. (7) Given the reactants [I:1][C:2]1[C:3]2[O:10][C:9]([CH:11]([OH:13])[CH3:12])=[CH:8][C:4]=2[CH:5]=[N:6][CH:7]=1.C[N+]1([O-])CCOCC1, predict the reaction product. The product is: [I:1][C:2]1[C:3]2[O:10][C:9]([C:11](=[O:13])[CH3:12])=[CH:8][C:4]=2[CH:5]=[N:6][CH:7]=1. (8) Given the reactants C([O:3][C:4]([C:6]1[CH:7]=[N:8][N:9]([C:11]2[N:20](COCC[Si](C)(C)C)[C:19](=[O:29])[C:18]3[C:13](=[CH:14][CH:15]=[C:16](I)[CH:17]=3)[N:12]=2)[CH:10]=1)=[O:5])C.[F:31][C:32]1[CH:37]=[CH:36][C:35](B(O)O)=[CH:34][CH:33]=1, predict the reaction product. The product is: [F:31][C:32]1[CH:37]=[CH:36][C:35]([C:16]2[CH:17]=[C:18]3[C:13](=[CH:14][CH:15]=2)[N:12]=[C:11]([N:9]2[CH:10]=[C:6]([C:4]([OH:3])=[O:5])[CH:7]=[N:8]2)[NH:20][C:19]3=[O:29])=[CH:34][CH:33]=1.